From a dataset of Forward reaction prediction with 1.9M reactions from USPTO patents (1976-2016). Predict the product of the given reaction. (1) Given the reactants [CH2:1]([O:5][C:6](=[O:21])/[CH:7]=[CH:8]/[C:9]1[CH:14]=[CH:13][C:12]([O:15][C:16]([F:19])([F:18])[F:17])=[C:11]([F:20])[CH:10]=1)[CH2:2][CH2:3][CH3:4], predict the reaction product. The product is: [CH2:1]([O:5][C:6](=[O:21])[CH2:7][CH2:8][C:9]1[CH:14]=[CH:13][C:12]([O:15][C:16]([F:18])([F:19])[F:17])=[C:11]([F:20])[CH:10]=1)[CH2:2][CH2:3][CH3:4]. (2) Given the reactants [CH3:1][C:2]1([C:12]([F:15])([F:14])[F:13])[O:6][N:5]=[C:4]([C:7](OCC)=[O:8])[CH2:3]1.[BH4-].[Na+], predict the reaction product. The product is: [CH3:1][C:2]1([C:12]([F:15])([F:13])[F:14])[O:6][N:5]=[C:4]([CH2:7][OH:8])[CH2:3]1. (3) Given the reactants C(O[C:5](=[O:7])[CH3:6])(=O)C.[N+:8]([C:11]1[CH:16]=[CH:15][C:14]([C:17]2[S:18][CH:19]=[CH:20][CH:21]=2)=[CH:13][C:12]=1[NH:22][C:23]([NH:25][CH2:26][CH:27]1[CH2:32][CH2:31][NH:30][CH2:29][CH2:28]1)=[O:24])([O-:10])=[O:9].C(N(CC)CC)C, predict the reaction product. The product is: [C:5]([N:30]1[CH2:29][CH2:28][CH:27]([CH2:26][NH:25][C:23]([NH:22][C:12]2[CH:13]=[C:14]([C:17]3[S:18][CH:19]=[CH:20][CH:21]=3)[CH:15]=[CH:16][C:11]=2[N+:8]([O-:10])=[O:9])=[O:24])[CH2:32][CH2:31]1)(=[O:7])[CH3:6]. (4) Given the reactants C[O:2][C:3](=O)[CH2:4][C:5]1[CH:10]=[CH:9][CH:8]=[C:7]([O:11][C@H:12]([CH3:37])[CH2:13][CH2:14][N:15]([CH2:25][C:26]2[CH:31]=[CH:30][CH:29]=[C:28]([C:32]([F:35])([F:34])[F:33])[C:27]=2[Cl:36])[CH2:16][C@H:17]([C:19]2[CH:24]=[CH:23][CH:22]=[CH:21][CH:20]=2)[CH3:18])[CH:6]=1.[H-].[H-].[H-].[H-].[Li+].[Al+3].C(OCC)(=O)C.O, predict the reaction product. The product is: [Cl:36][C:27]1[C:28]([C:32]([F:33])([F:34])[F:35])=[CH:29][CH:30]=[CH:31][C:26]=1[CH2:25][N:15]([CH2:16][C@H:17]([C:19]1[CH:24]=[CH:23][CH:22]=[CH:21][CH:20]=1)[CH3:18])[CH2:14][CH2:13][C@@H:12]([CH3:37])[O:11][C:7]1[CH:6]=[C:5]([CH2:4][CH2:3][OH:2])[CH:10]=[CH:9][CH:8]=1. (5) Given the reactants [Cl:1][C:2]([N:13]([CH2:18][CH:19]([C:26]1[CH:31]=[CH:30][CH:29]=[CH:28][CH:27]=1)[C:20]1[CH:25]=[CH:24][CH:23]=[CH:22][CH:21]=1)[CH2:14][CH2:15][CH2:16][OH:17])([C:9]([F:12])([F:11])[F:10])[C:3]1[CH:8]=[CH:7][CH:6]=[CH:5][CH:4]=1.O[C:33]1[CH:40]=[CH:39][C:36]([CH:37]=[O:38])=[CH:35][CH:34]=1.C1C=CC(P(C2C=CC=CC=2)C2C=CC=CC=2)=CC=1.CC(OC(/N=N/C(OC(C)C)=O)=O)C, predict the reaction product. The product is: [Cl:1][C:2]([N:13]([CH2:18][CH:19]([C:20]1[CH:21]=[CH:22][CH:23]=[CH:24][CH:25]=1)[C:26]1[CH:27]=[CH:28][CH:29]=[CH:30][CH:31]=1)[CH2:14][CH2:15][CH2:16][O:17][C:33]1[CH:40]=[CH:39][C:36]([CH:37]=[O:38])=[CH:35][CH:34]=1)([C:9]([F:11])([F:12])[F:10])[C:3]1[CH:4]=[CH:5][CH:6]=[CH:7][CH:8]=1. (6) Given the reactants [F:1][C:2]1[CH:7]=[CH:6][C:5]([CH3:8])=[CH:4][C:3]=1[NH:9][C:10]([NH:12][C:13]1[CH:33]=[CH:32][C:16]([O:17][C:18]2[CH:23]=[CH:22][N:21]=[C:20]([C:24]3[CH:25]=[C:26]([C:29]([OH:31])=O)[S:27][CH:28]=3)[CH:19]=2)=[CH:15][CH:14]=1)=[O:11].CN(C(ON1N=NC2C=CC=NC1=2)=[N+](C)C)C.F[P-](F)(F)(F)(F)F.C(N(CC)C(C)C)(C)C.Cl.[CH3:68][O:69][C:70](=[O:74])[CH2:71][CH2:72][NH2:73].Cl, predict the reaction product. The product is: [F:1][C:2]1[CH:7]=[CH:6][C:5]([CH3:8])=[CH:4][C:3]=1[NH:9][C:10]([NH:12][C:13]1[CH:33]=[CH:32][C:16]([O:17][C:18]2[CH:23]=[CH:22][N:21]=[C:20]([C:24]3[CH:25]=[C:26]([C:29]([NH:73][CH2:72][CH2:71][C:70]([O:69][CH3:68])=[O:74])=[O:31])[S:27][CH:28]=3)[CH:19]=2)=[CH:15][CH:14]=1)=[O:11]. (7) Given the reactants [Cl:1][C:2]1[C:7]([N+:8]([O-:10])=[O:9])=[CH:6][CH:5]=[C:4]([Cl:11])[C:3]=1[S:12](Cl)(=[O:14])=[O:13].[CH3:16][O:17][CH2:18][CH2:19][NH:20][CH2:21][CH2:22][O:23][CH3:24].C(N(CC)CC)C, predict the reaction product. The product is: [CH3:16][O:17][CH2:18][CH2:19][N:20]([CH2:21][CH2:22][O:23][CH3:24])[S:12]([C:3]1[C:4]([Cl:11])=[CH:5][CH:6]=[C:7]([N+:8]([O-:10])=[O:9])[C:2]=1[Cl:1])(=[O:14])=[O:13]. (8) Given the reactants C1C2C3C(=CC=CC=3CN1CCN(C)C)C=CC=2.[Al+3].[Cl-].[Cl-].[Cl-].[H-].[H-].[H-].[H-].[Li+].[Al+3].[CH3:29][N:30]([CH3:48])[CH2:31][CH2:32][N:33]1[C:42](=[O:43])[C:41]2[CH:44]=[CH:45][CH:46]=[C:39]3[C:40]=2[C:35](=[CH:36][CH:37]=[CH:38]3)[C:34]1=[O:47], predict the reaction product. The product is: [CH3:29][N:30]([CH3:48])[CH2:31][CH2:32][N:33]1[CH:42]([OH:43])[C:41]2[CH:44]=[CH:45][CH:46]=[C:39]3[C:40]=2[C:35](=[CH:36][CH:37]=[CH:38]3)[C:34]1=[O:47]. (9) Given the reactants [CH3:1][S:2]([C:5]1[CH:10]=[CH:9][C:8]([C:11]2[C:12]([O:31][C:32]3[CH:37]=[CH:36][C:35]([O:38][CH2:39][CH2:40][N:41]4[CH2:46][CH2:45][CH2:44][CH2:43][CH2:42]4)=[CH:34][CH:33]=3)=[C:13]3[C:18](=[CH:19][CH:20]=2)[CH:17]=[C:16]([O:21][C:22](=[O:30])[C:23]2[CH:28]=[CH:27][C:26]([F:29])=[CH:25][CH:24]=2)[CH:15]=[CH:14]3)=[CH:7][CH:6]=1)(=[O:4])=[O:3].[ClH:47].CCOCC, predict the reaction product. The product is: [ClH:47].[CH3:1][S:2]([C:5]1[CH:6]=[CH:7][C:8]([C:11]2[C:12]([O:31][C:32]3[CH:37]=[CH:36][C:35]([O:38][CH2:39][CH2:40][N:41]4[CH2:46][CH2:45][CH2:44][CH2:43][CH2:42]4)=[CH:34][CH:33]=3)=[C:13]3[C:18](=[CH:19][CH:20]=2)[CH:17]=[C:16]([O:21][C:22](=[O:30])[C:23]2[CH:24]=[CH:25][C:26]([F:29])=[CH:27][CH:28]=2)[CH:15]=[CH:14]3)=[CH:9][CH:10]=1)(=[O:3])=[O:4]. (10) Given the reactants [NH2:1][C:2]1[C:7]2=[C:8]([C:18]3[CH:23]=[CH:22][C:21]([NH2:24])=[CH:20][CH:19]=3)[CH:9]=[C:10]([C:11](OCCCC)=[O:12])[N:6]2[N:5]=[CH:4][N:3]=1.[H-].C([Al+]CC(C)C)C(C)C, predict the reaction product. The product is: [NH2:1][C:2]1[C:7]2=[C:8]([C:18]3[CH:23]=[CH:22][C:21]([NH2:24])=[CH:20][CH:19]=3)[CH:9]=[C:10]([CH2:11][OH:12])[N:6]2[N:5]=[CH:4][N:3]=1.